This data is from Catalyst prediction with 721,799 reactions and 888 catalyst types from USPTO. The task is: Predict which catalyst facilitates the given reaction. (1) Reactant: [Br:1][C:2]1[N:10]=[CH:9][CH:8]=[CH:7][C:3]=1[C:4]([OH:6])=O. Product: [Br:1][C:2]1[N:10]=[CH:9][CH:8]=[CH:7][C:3]=1[C:4]([N:10]([CH2:2][CH3:3])[CH2:9][CH3:8])=[O:6]. The catalyst class is: 820. (2) Reactant: [F:1][C:2]([F:15])([F:14])[C:3](=[O:13])[CH2:4][C:5]([C:7]1[CH:12]=[CH:11][CH:10]=[CH:9][CH:8]=1)=[O:6].[N:16]([O-])=[O:17].[Na+]. Product: [F:1][C:2]([F:14])([F:15])[C:3](=[O:13])[C:4](=[N:16][OH:17])[C:5]([C:7]1[CH:8]=[CH:9][CH:10]=[CH:11][CH:12]=1)=[O:6]. The catalyst class is: 313. (3) Reactant: [CH3:1][C:2]([CH2:17][CH2:18][CH:19]=[C:20]([CH3:22])[CH3:21])=[CH:3][CH2:4][O:5][C:6]1[CH:7]=[C:8]([CH:12]=[CH:13][C:14]=1[O:15][CH3:16])[C:9]([OH:11])=[O:10].C([O-])([O-])=O.[K+].[K+].[CH2:29](Br)/[CH:30]=[C:31](/[CH2:33][CH2:34][CH:35]=[C:36]([CH3:38])[CH3:37])\[CH3:32]. Product: [CH3:32][C:31]([CH2:33][CH2:34][CH:35]=[C:36]([CH3:38])[CH3:37])=[CH:30][CH2:29][O:10][C:9](=[O:11])[C:8]1[CH:12]=[CH:13][C:14]([O:15][CH3:16])=[C:6]([O:5][CH2:4][CH:3]=[C:2]([CH3:1])[CH2:17][CH2:18][CH:19]=[C:20]([CH3:22])[CH3:21])[CH:7]=1. The catalyst class is: 3. (4) Reactant: Cl[C:2]1[N:7]=[C:6]([NH:8][C:9]2[CH:18]=[CH:17][C:12]3[NH:13][C:14](=[O:16])[NH:15][C:11]=3[CH:10]=2)[C:5]([F:19])=[CH:4][N:3]=1.[CH3:20][N:21]1[CH2:26][CH2:25][N:24]([C:27]2[N:32]=[CH:31][C:30]([NH2:33])=[CH:29][CH:28]=2)[CH2:23][CH2:22]1.C(O)(C(F)(F)F)=O. Product: [NH:13]1[C:12]2[CH:17]=[CH:18][C:9]([NH:8][C:6]3[C:5]([F:19])=[CH:4][N:3]=[C:2]([NH:33][C:30]4[CH:29]=[CH:28][C:27]([N:24]5[CH2:25][CH2:26][N:21]([CH3:20])[CH2:22][CH2:23]5)=[N:32][CH:31]=4)[N:7]=3)=[CH:10][C:11]=2[NH:15][C:14]1=[O:16]. The catalyst class is: 41.